Dataset: Forward reaction prediction with 1.9M reactions from USPTO patents (1976-2016). Task: Predict the product of the given reaction. Given the reactants [C:1]([C:4]1[C:8]([CH3:9])=[C:7]([C:10]2[CH:15]=[CH:14][N:13]=[CH:12][CH:11]=2)[NH:6][C:5]=1[CH3:16])(=[O:3])[CH3:2].C1C[O:20]CC1.[N+]([O-])([O-])=O.[Ce+4].[NH4+].[N+]([O-])([O-])=O.[N+]([O-])([O-])=O.[N+]([O-])([O-])=O.[N+]([O-])([O-])=O.[OH-].[Na+], predict the reaction product. The product is: [C:1]([C:4]1[C:8]([CH3:9])=[C:7]([C:10]2[CH:15]=[CH:14][N:13]=[CH:12][CH:11]=2)[NH:6][C:5]=1[CH:16]=[O:20])(=[O:3])[CH3:2].